From a dataset of Forward reaction prediction with 1.9M reactions from USPTO patents (1976-2016). Predict the product of the given reaction. (1) Given the reactants [F:1][C:2]([F:6])([F:5])[CH2:3][OH:4].C1(=O)O[CH2:10][CH2:9][O:8]1, predict the reaction product. The product is: [F:1][C:2]([F:6])([F:5])[CH2:3][O:4][CH2:10][CH2:9][OH:8]. (2) The product is: [C:10]([O:69][C:31]([N:29]([CH:26]([CH3:28])[CH3:27])/[CH:56]=[C:57](\[C:58]1[CH:63]=[CH:64][C:50]([Cl:25])=[CH:49][CH:60]=1)/[C:1]([O:3][CH2:4][CH3:5])=[O:2])=[O:33])([CH3:13])([CH3:11])[CH3:9]. Given the reactants [CH:1]([O:3][CH2:4][CH3:5])=[O:2].ClC1C=[CH:11][C:10]([CH2:13]C(OCC)=O)=[CH:9]C=1.CC([O-])(C)C.[K+].[ClH:25].[CH:26]([NH2:29])([CH3:28])[CH3:27].C[C:31]([OH:33])=O.CC(OC(OC(OC(C)(C)C)=O)=O)(C)C.[CH2:49](N(CC)CC)[CH3:50].[C:56](O)(=O)[CH2:57][C:58]([CH2:63][C:64](O)=O)([C:60](O)=O)O.[OH2:69], predict the reaction product. (3) Given the reactants Cl[CH2:2][CH2:3][C:4]([C:6]1[CH:11]=[CH:10][CH:9]=[CH:8][CH:7]=1)=[O:5].[CH3:12][S:13]([C:16]1[CH:30]=[CH:29][C:19]2[N:20]([CH:23]3[CH2:28][CH2:27][NH:26][CH2:25][CH2:24]3)[CH:21]=[N:22][C:18]=2[CH:17]=1)(=[O:15])=[O:14].C(=O)([O-])[O-].[K+].[K+], predict the reaction product. The product is: [CH3:12][S:13]([C:16]1[CH:30]=[CH:29][C:19]2[N:20]([CH:23]3[CH2:24][CH2:25][N:26]([CH2:2][CH2:3][C:4]([C:6]4[CH:11]=[CH:10][CH:9]=[CH:8][CH:7]=4)=[O:5])[CH2:27][CH2:28]3)[CH:21]=[N:22][C:18]=2[CH:17]=1)(=[O:15])=[O:14]. (4) Given the reactants [BH4-].[Na+].[Cl:3][C:4]1[CH:11]=[CH:10][CH:9]=[C:8]([CH3:12])[C:5]=1[CH:6]=[O:7], predict the reaction product. The product is: [Cl:3][C:4]1[CH:11]=[CH:10][CH:9]=[C:8]([CH3:12])[C:5]=1[CH2:6][OH:7]. (5) Given the reactants B1C2CCCC1CCC2.[Cl:10][C:11]1[CH:18]=[CH:17][C:14]([CH:15]=[CH2:16])=[CH:13][CH:12]=1.Br[C:20]1[C:47]([O:48][CH3:49])=[CH:46][C:23]2[CH2:24][CH2:25][C:26]3[C:30]([C:22]=2[CH:21]=1)=[N:29][N:28]([CH2:31][CH2:32][CH2:33][NH:34][C:35]([O:37][C:38]([CH3:41])([CH3:40])[CH3:39])=[O:36])[C:27]=3[C:42]([O:44][CH3:45])=[O:43].[O-]P([O-])([O-])=O.[K+].[K+].[K+], predict the reaction product. The product is: [C:38]([O:37][C:35]([NH:34][CH2:33][CH2:32][CH2:31][N:28]1[C:27]([C:42]([O:44][CH3:45])=[O:43])=[C:26]2[C:30]([C:22]3[CH:21]=[C:20]([CH2:16][CH2:15][C:14]4[CH:17]=[CH:18][C:11]([Cl:10])=[CH:12][CH:13]=4)[C:47]([O:48][CH3:49])=[CH:46][C:23]=3[CH2:24][CH2:25]2)=[N:29]1)=[O:36])([CH3:40])([CH3:41])[CH3:39]. (6) Given the reactants [C:1]([O:5][C:6]([CH:8]1[CH2:12][CH2:11][CH2:10][N:9]1[C:13](=[O:28])[C:14]([NH:17][C:18]([O:20]CC1C=CC=CC=1)=O)([CH3:16])[CH3:15])=[O:7])([CH3:4])([CH3:3])[CH3:2].CCN(C(C)C)C(C)C.C(Cl)(=O)[C:39]1[CH:44]=[CH:43][C:42]([O:45][CH3:46])=[CH:41][CH:40]=1, predict the reaction product. The product is: [C:1]([O:5][C:6]([CH:8]1[CH2:12][CH2:11][CH2:10][N:9]1[C:13](=[O:28])[C:14]([NH:17][C:18](=[O:20])[C:39]1[CH:44]=[CH:43][C:42]([O:45][CH3:46])=[CH:41][CH:40]=1)([CH3:15])[CH3:16])=[O:7])([CH3:2])([CH3:3])[CH3:4].